This data is from Forward reaction prediction with 1.9M reactions from USPTO patents (1976-2016). The task is: Predict the product of the given reaction. The product is: [CH:9]1([NH:15][C:16]2[N:3]3[CH:4]=[CH:5][C:6]([CH3:8])=[N:7][C:2]3=[N:1][C:23]=2[C:19]2[N:18]([CH3:17])[CH:22]=[CH:21][CH:20]=2)[CH2:14][CH2:13][CH2:12][CH2:11][CH2:10]1. Given the reactants [NH2:1][C:2]1[N:7]=[C:6]([CH3:8])[CH:5]=[CH:4][N:3]=1.[CH:9]1([N+:15]#[C-:16])[CH2:14][CH2:13][CH2:12][CH2:11][CH2:10]1.[CH3:17][N:18]1[CH:22]=[CH:21][CH:20]=[C:19]1[CH:23]=O, predict the reaction product.